This data is from NCI-60 drug combinations with 297,098 pairs across 59 cell lines. The task is: Regression. Given two drug SMILES strings and cell line genomic features, predict the synergy score measuring deviation from expected non-interaction effect. (1) Drug 1: CS(=O)(=O)C1=CC(=C(C=C1)C(=O)NC2=CC(=C(C=C2)Cl)C3=CC=CC=N3)Cl. Drug 2: B(C(CC(C)C)NC(=O)C(CC1=CC=CC=C1)NC(=O)C2=NC=CN=C2)(O)O. Cell line: SK-MEL-28. Synergy scores: CSS=-4.44, Synergy_ZIP=4.20, Synergy_Bliss=5.17, Synergy_Loewe=-2.08, Synergy_HSA=-2.23. (2) Drug 1: C(CN)CNCCSP(=O)(O)O. Drug 2: CCC1(C2=C(COC1=O)C(=O)N3CC4=CC5=C(C=CC(=C5CN(C)C)O)N=C4C3=C2)O.Cl. Cell line: NCI-H522. Synergy scores: CSS=31.6, Synergy_ZIP=-6.77, Synergy_Bliss=-1.58, Synergy_Loewe=-61.2, Synergy_HSA=-6.68. (3) Cell line: SK-MEL-28. Synergy scores: CSS=6.64, Synergy_ZIP=-7.53, Synergy_Bliss=-0.857, Synergy_Loewe=-3.35, Synergy_HSA=-1.01. Drug 1: C1=C(C(=O)NC(=O)N1)N(CCCl)CCCl. Drug 2: CCC1=C2CN3C(=CC4=C(C3=O)COC(=O)C4(CC)O)C2=NC5=C1C=C(C=C5)O. (4) Drug 1: C1CN(CCN1C(=O)CCBr)C(=O)CCBr. Drug 2: CS(=O)(=O)OCCCCOS(=O)(=O)C. Cell line: MCF7. Synergy scores: CSS=11.0, Synergy_ZIP=-4.54, Synergy_Bliss=0.330, Synergy_Loewe=-3.95, Synergy_HSA=0.480. (5) Drug 1: CC1C(C(CC(O1)OC2CC(OC(C2O)C)OC3=CC4=CC5=C(C(=O)C(C(C5)C(C(=O)C(C(C)O)O)OC)OC6CC(C(C(O6)C)O)OC7CC(C(C(O7)C)O)OC8CC(C(C(O8)C)O)(C)O)C(=C4C(=C3C)O)O)O)O. Drug 2: C1=NC2=C(N1)C(=S)N=CN2. Cell line: OVCAR-8. Synergy scores: CSS=38.3, Synergy_ZIP=-5.59, Synergy_Bliss=-2.33, Synergy_Loewe=-2.02, Synergy_HSA=0.374.